From a dataset of Reaction yield outcomes from USPTO patents with 853,638 reactions. Predict the reaction yield, written as a fraction of the theoretical maximum amount of product (1.0 means a 100% yield; for example, 0.34 means a 34% yield). (1) The reactants are [F:1][C:2]1[CH:7]=[CH:6][C:5]([C:8]2[O:23][C:11]3=[N:12][C:13]([N:17]([CH3:22])[S:18]([CH3:21])(=[O:20])=[O:19])=[C:14](I)[CH:15]=[C:10]3[C:9]=2[C:24]([NH:26][CH3:27])=[O:25])=[CH:4][CH:3]=1.[B:28]([OH:33])([OH:32])B(O)O.CC([O-])=O.[K+]. The catalyst is CCO.CC([O-])=O.CC([O-])=O.[Pd+2]. The product is [F:1][C:2]1[CH:7]=[CH:6][C:5]([C:8]2[O:23][C:11]3=[N:12][C:13]([N:17]([CH3:22])[S:18]([CH3:21])(=[O:20])=[O:19])=[C:14]([B:28]([OH:33])[OH:32])[CH:15]=[C:10]3[C:9]=2[C:24](=[O:25])[NH:26][CH3:27])=[CH:4][CH:3]=1. The yield is 0.400. (2) The reactants are [CH2:1]([C:8]1[N:13]=[C:12]([O:14]C)[CH:11]=[CH:10][N:9]=1)[C:2]1[CH:7]=[CH:6][CH:5]=[CH:4][CH:3]=1.Br.[OH-].[Na+]. The catalyst is CC(O)=O.O. The product is [CH2:1]([C:8]1[NH:13][C:12](=[O:14])[CH:11]=[CH:10][N:9]=1)[C:2]1[CH:3]=[CH:4][CH:5]=[CH:6][CH:7]=1. The yield is 0.850. (3) The reactants are [F:1][C:2]1[CH:7]=[CH:6][C:5]([C:8]2[CH:9]=[C:10]([C:15]([O:17]C)=[O:16])[C:11](=[O:14])[NH:12][N:13]=2)=[CH:4][C:3]=1[CH3:19].CS(O[CH2:25][CH2:26][CH2:27][C:28]1[CH:33]=[CH:32][C:31]([Cl:34])=[CH:30][CH:29]=1)(=O)=O. No catalyst specified. The product is [C:15]([C:10]1[C:11](=[O:14])[N:12]([CH2:25][CH2:26][CH2:27][C:28]2[CH:33]=[CH:32][C:31]([Cl:34])=[CH:30][CH:29]=2)[N:13]=[C:8]([C:5]2[CH:6]=[CH:7][C:2]([F:1])=[C:3]([CH3:19])[CH:4]=2)[CH:9]=1)([OH:17])=[O:16]. The yield is 0.808. (4) The reactants are CC1C=CC=CC=1P(C1C=CC=CC=1C)C1C=CC=CC=1C.Br[C:24]1[CH:25]=[C:26]2[C:30](=[C:31]([CH:33]([CH3:35])[CH3:34])[CH:32]=1)[NH:29][C:28]1[C:36]([CH2:42][CH2:43][OH:44])([CH2:40][CH3:41])[O:37][CH2:38][CH2:39][C:27]2=1.C(N(CC)CC)C.[C:52]([O:56][CH2:57][CH3:58])(=[O:55])[CH:53]=[CH2:54]. The catalyst is C(#N)C.CC([O-])=O.CC([O-])=O.[Pd+2]. The product is [CH2:40]([C:36]1([CH2:42][CH2:43][OH:44])[C:28]2[NH:29][C:30]3[C:26]([C:27]=2[CH2:39][CH2:38][O:37]1)=[CH:25][C:24](/[CH:54]=[CH:53]/[C:52]([O:56][CH2:57][CH3:58])=[O:55])=[CH:32][C:31]=3[CH:33]([CH3:35])[CH3:34])[CH3:41]. The yield is 0.560. (5) The reactants are C[O:2][C:3](=[O:17])[C:4]1[CH:9]=[C:8]([Br:10])[CH:7]=[C:6]([CH3:11])[C:5]=1[O:12][CH:13]1[CH2:16][CH2:15][CH2:14]1.O1CCOCC1.CO.[Li+].[OH-]. The catalyst is CO.C(Cl)Cl.O. The product is [Br:10][C:8]1[CH:7]=[C:6]([CH3:11])[C:5]([O:12][CH:13]2[CH2:14][CH2:15][CH2:16]2)=[C:4]([CH:9]=1)[C:3]([OH:17])=[O:2]. The yield is 0.880. (6) The reactants are C([N:8]([CH:18]1[CH2:23][CH2:22][CH2:21][CH2:20][CH2:19]1)[CH2:9][C:10]([F:17])([CH3:16])[C:11]([O:13][CH2:14][CH3:15])=[O:12])C1C=CC=CC=1.C(O)(C(F)(F)F)=O. The catalyst is C(O)C.[OH-].[OH-].[Pd+2]. The product is [CH:18]1([NH:8][CH2:9][C:10]([F:17])([CH3:16])[C:11]([O:13][CH2:14][CH3:15])=[O:12])[CH2:19][CH2:20][CH2:21][CH2:22][CH2:23]1. The yield is 0.950.